This data is from Blood-brain barrier permeability classification from the B3DB database. The task is: Regression/Classification. Given a drug SMILES string, predict its absorption, distribution, metabolism, or excretion properties. Task type varies by dataset: regression for continuous measurements (e.g., permeability, clearance, half-life) or binary classification for categorical outcomes (e.g., BBB penetration, CYP inhibition). Dataset: b3db_classification. (1) The molecule is CC1=CC(=O)c2ccccc2C1=O. The result is 0 (does not penetrate BBB). (2) The molecule is CN1CCC2(C)c3cc(OC(=O)N4CCc5ccccc5C4)ccc3N(C)C12. The result is 1 (penetrates BBB). (3) The molecule is Cc1ccc(S(=O)(=O)[C@@H]2[C@H](c3ccccc3)[C@@]2(N)C(=O)O)cc1. The result is 0 (does not penetrate BBB).